From a dataset of Forward reaction prediction with 1.9M reactions from USPTO patents (1976-2016). Predict the product of the given reaction. Given the reactants C(NCC1SC(C2C=C3C(=C(C(N)=O)C=2)NC=C3C2CCN(S(CC)(=O)=O)CC2)=CC=1)C.[CH:33]([C:35]1[S:39][C:38]([B:40]([OH:42])[OH:41])=[CH:37][CH:36]=1)=O.[CH3:43][C:44]([CH3:48])([CH3:47])[CH2:45][NH2:46].[BH3-]C#N.[Na+], predict the reaction product. The product is: [CH3:43][C:44]([CH3:48])([CH3:47])[CH2:45][NH:46][CH2:33][C:35]1[S:39][C:38]([B:40]([OH:42])[OH:41])=[CH:37][CH:36]=1.